Dataset: Full USPTO retrosynthesis dataset with 1.9M reactions from patents (1976-2016). Task: Predict the reactants needed to synthesize the given product. (1) Given the product [I:32][C:33]1[CH:38]=[CH:37][C:36]([S:39]([N:17]2[CH2:18][CH2:19][N:14]([CH2:13][CH:10]3[CH2:11][CH2:12][N:7]([C:4]4[CH:5]=[CH:6][N:1]=[CH:2][CH:3]=4)[CH2:8][CH2:9]3)[C:15](=[O:20])[CH2:16]2)(=[O:41])=[O:40])=[CH:35][CH:34]=1, predict the reactants needed to synthesize it. The reactants are: [N:1]1[CH:6]=[CH:5][C:4]([N:7]2[CH2:12][CH2:11][CH:10]([CH2:13][N:14]3[CH2:19][CH2:18][NH:17][CH2:16][C:15]3=[O:20])[CH2:9][CH2:8]2)=[CH:3][CH:2]=1.C(=O)(O)[O-].[Na+].C(OCC)(=O)C.[I:32][C:33]1[CH:38]=[CH:37][C:36]([S:39](Cl)(=[O:41])=[O:40])=[CH:35][CH:34]=1. (2) Given the product [C:36]([NH:2][C@H:3]1[CH2:8][CH2:7][C@H:6]([NH:9][C:10]([C:12]2[C:16]3=[N:17][CH:18]=[CH:19][C:20]([C:21]4[CH:26]=[C:25]([O:27][CH3:28])[C:24]([F:29])=[CH:23][C:22]=4[O:30][CH2:31][CH:32]4[CH2:33][CH2:34]4)=[C:15]3[NH:14][C:13]=2[CH3:35])=[O:11])[CH2:5][CH2:4]1)(=[O:38])[CH3:37], predict the reactants needed to synthesize it. The reactants are: Cl.[NH2:2][C@H:3]1[CH2:8][CH2:7][C@H:6]([NH:9][C:10]([C:12]2[C:16]3=[N:17][CH:18]=[CH:19][C:20]([C:21]4[CH:26]=[C:25]([O:27][CH3:28])[C:24]([F:29])=[CH:23][C:22]=4[O:30][CH2:31][CH:32]4[CH2:34][CH2:33]4)=[C:15]3[NH:14][C:13]=2[CH3:35])=[O:11])[CH2:5][CH2:4]1.[C:36](Cl)(=[O:38])[CH3:37].